Task: Predict the reaction yield, written as a fraction of the theoretical maximum amount of product (1.0 means a 100% yield; for example, 0.34 means a 34% yield).. Dataset: Buchwald-Hartwig C-N cross coupling reaction yields with 55,370 reactions The reactants are FC(F)(F)c1ccc(Cl)cc1.Cc1ccc(N)cc1.O=S(=O)(O[Pd]1c2ccccc2-c2ccccc2N~1)C(F)(F)F.CC(C)c1cc(C(C)C)c(-c2ccccc2P(C(C)(C)C)C(C)(C)C)c(C(C)C)c1.CCN=P(N=P(N(C)C)(N(C)C)N(C)C)(N(C)C)N(C)C.c1ccc(-c2ccon2)cc1. No catalyst specified. The product is Cc1ccc(Nc2ccc(C(F)(F)F)cc2)cc1. The yield is 0.343.